This data is from Reaction yield outcomes from USPTO patents with 853,638 reactions. The task is: Predict the reaction yield, written as a fraction of the theoretical maximum amount of product (1.0 means a 100% yield; for example, 0.34 means a 34% yield). (1) The reactants are [CH3:1][C:2]1[O:6][N:5]=[C:4]([C:7]2[CH:12]=[CH:11][CH:10]=[CH:9][CH:8]=2)[C:3]=1[C:13]([NH:15][NH2:16])=[O:14].[CH3:17][S:18]([C:21]1[CH:29]=[CH:28][C:24]([C:25](O)=O)=[CH:23][CH:22]=1)(=[O:20])=[O:19]. No catalyst specified. The product is [CH3:17][S:18]([C:21]1[CH:29]=[CH:28][C:24]([C:25]2[O:14][C:13]([C:3]3[C:4]([C:7]4[CH:12]=[CH:11][CH:10]=[CH:9][CH:8]=4)=[N:5][O:6][C:2]=3[CH3:1])=[N:15][N:16]=2)=[CH:23][CH:22]=1)(=[O:19])=[O:20]. The yield is 0.100. (2) The reactants are [CH3:1][O:2][C:3]1[CH:4]=[C:5]2[C:10](=[CH:11][C:12]=1[O:13][CH3:14])[N:9]=[CH:8][CH:7]=[C:6]2[O:15][C:16]1[CH:21]=[CH:20][C:19]([NH:22][C:23]([C:25]2([C:28](O)=[O:29])[CH2:27][CH2:26]2)=[O:24])=[CH:18][CH:17]=1.[C:31]([O:35][C:36](=[O:46])[NH:37][CH2:38][C:39]1[CH:44]=[CH:43][C:42](N)=[CH:41][CH:40]=1)([CH3:34])([CH3:33])[CH3:32].C[N:48](C(ON1N=NC2C=CC=NC1=2)=[N+](C)C)C.F[P-](F)(F)(F)(F)F.CCN(C(C)C)C(C)C. The catalyst is O.CC(N(C)C)=O. The product is [C:31]([O:35][C:36](=[O:46])[NH:37][CH2:38][C:39]1[CH:44]=[CH:43][CH:42]=[C:41]([NH:48][C:28]([C:25]2([C:23](=[O:24])[NH:22][C:19]3[CH:18]=[CH:17][C:16]([O:15][C:6]4[C:5]5[C:10](=[CH:11][C:12]([O:13][CH3:14])=[C:3]([O:2][CH3:1])[CH:4]=5)[N:9]=[CH:8][CH:7]=4)=[CH:21][CH:20]=3)[CH2:26][CH2:27]2)=[O:29])[CH:40]=1)([CH3:34])([CH3:33])[CH3:32]. The yield is 0.790. (3) The reactants are C([O:5][C:6](=[O:58])[C:7]1[CH:12]=[CH:11][CH:10]=[C:9]([CH2:13][CH:14]([NH:28][C:29](=[O:55])[CH2:30][N:31]2[CH2:36][CH2:35][CH:34]([N:37](C(OC(C)(C)C)=O)[CH2:38][CH2:39][NH:40]C(OC(C)(C)C)=O)[CH2:33][CH2:32]2)[B:15]2[O:23]C3C(C)(C4CC(C3)C4(C)C)[O:16]2)[C:8]=1OC)(C)(C)C.B(Cl)(Cl)Cl. No catalyst specified. The product is [NH2:40][CH2:39][CH2:38][NH:37][CH:34]1[CH2:33][CH2:32][N:31]([CH2:30][C:29]([NH:28][CH:14]2[CH2:13][C:9]3[CH:10]=[CH:11][CH:12]=[C:7]([C:6]([OH:5])=[O:58])[C:8]=3[O:23][B:15]2[OH:16])=[O:55])[CH2:36][CH2:35]1. The yield is 0.160. (4) The reactants are [CH:1]1([N:7]2[C:12](=[O:13])[C:11]([C:14]([NH:16][CH2:17][C:18]([O:20]CC)=[O:19])=[O:15])=[C:10]([OH:23])[C:9]([C:24]([O:26]C)=O)=[C:8]2[OH:28])[CH2:6][CH2:5][CH2:4][CH2:3][CH2:2]1.[CH:29]1([CH2:32][NH2:33])[CH2:31][CH2:30]1. The catalyst is C(Cl)(Cl)Cl. The product is [CH:1]1([N:7]2[C:8]([OH:28])=[C:9]([C:24]([NH:33][CH2:32][CH:29]3[CH2:31][CH2:30]3)=[O:26])[C:10]([OH:23])=[C:11]([C:14]([NH:16][CH2:17][C:18]([OH:20])=[O:19])=[O:15])[C:12]2=[O:13])[CH2:6][CH2:5][CH2:4][CH2:3][CH2:2]1. The yield is 0.438. (5) The reactants are Cl.C([O:4][CH2:5][CH2:6][O:7][NH:8][C:9]([C:11]1[C:12]([NH:22][C:23]2[CH:28]=[CH:27][C:26]([I:29])=[CH:25][C:24]=2[F:30])=[C:13]([F:21])[C:14](=[O:20])[N:15]2[C:19]=1[CH2:18][CH2:17][CH2:16]2)=[O:10])=C.C1COCC1. The yield is 0.260. The catalyst is CCO. The product is [OH:4][CH2:5][CH2:6][O:7][NH:8][C:9]([C:11]1[C:12]([NH:22][C:23]2[CH:28]=[CH:27][C:26]([I:29])=[CH:25][C:24]=2[F:30])=[C:13]([F:21])[C:14](=[O:20])[N:15]2[C:19]=1[CH2:18][CH2:17][CH2:16]2)=[O:10]. (6) The reactants are [N:1]1[CH2:2][CH2:3][CH2:4][C:5]=1[C:6]1[CH:7]=[N:8][CH:9]=[C:10]([F:12])[CH:11]=1.[BH4-].[Na+]. The catalyst is CO.O. The product is [F:12][C:10]1[CH:9]=[N:8][CH:7]=[C:6]([CH:5]2[CH2:4][CH2:3][CH2:2][NH:1]2)[CH:11]=1. The yield is 0.870. (7) The reactants are C1(P(C2C=CC=CC=2)C2C=CC=CC=2)C=CC=CC=1.O[CH2:21][CH2:22][CH2:23][NH:24][C:25](=[O:31])[O:26][C:27]([CH3:30])([CH3:29])[CH3:28].[O:32]([CH2:39][C:40]1[CH:44]=[C:43]([C:45]([O:47][CH2:48][CH3:49])=[O:46])[NH:42][N:41]=1)[C:33]1[CH:38]=[CH:37][CH:36]=[CH:35][CH:34]=1. The catalyst is C1COCC1. The product is [C:27]([O:26][C:25]([NH:24][CH2:23][CH2:22][CH2:21][N:42]1[C:43]([C:45]([O:47][CH2:48][CH3:49])=[O:46])=[CH:44][C:40]([CH2:39][O:32][C:33]2[CH:38]=[CH:37][CH:36]=[CH:35][CH:34]=2)=[N:41]1)=[O:31])([CH3:30])([CH3:29])[CH3:28]. The yield is 0.820. (8) The reactants are [Cl:1][C:2]1[CH:9]=[C:8]([F:10])[CH:7]=[CH:6][C:3]=1[C:4]#[N:5].[Li+].CC([N-]C(C)C)C.[CH2:19]1[O:21][CH2:20]1. The catalyst is C1COCC1. The product is [Cl:1][C:2]1[C:9]([CH2:19][CH2:20][OH:21])=[C:8]([F:10])[CH:7]=[CH:6][C:3]=1[C:4]#[N:5]. The yield is 0.660. (9) The reactants are C1(P(C2CCCCC2)C2CCCCC2)CCCCC1.[B:29]1([B:29]2[O:33][C:32]([CH3:35])([CH3:34])[C:31]([CH3:37])([CH3:36])[O:30]2)[O:33][C:32]([CH3:35])([CH3:34])[C:31]([CH3:37])([CH3:36])[O:30]1.Br[C:39]1[CH:44]=[CH:43][C:42]([CH:45]([C:57]2[CH:62]=[CH:61][C:60]([Cl:63])=[CH:59][CH:58]=2)[N:46]2[C:54](=[O:55])[C:53]3[C:48](=[CH:49][CH:50]=[CH:51][CH:52]=3)[C:47]2=[O:56])=[CH:41][CH:40]=1.C([O-])(=O)C.[K+]. The catalyst is C1C=CC(/C=C/C(/C=C/C2C=CC=CC=2)=O)=CC=1.C1C=CC(/C=C/C(/C=C/C2C=CC=CC=2)=O)=CC=1.C1C=CC(/C=C/C(/C=C/C2C=CC=CC=2)=O)=CC=1.[Pd].[Pd].C(OCC)(=O)C.O1CCOCC1. The product is [Cl:63][C:60]1[CH:59]=[CH:58][C:57]([CH:45]([C:42]2[CH:43]=[CH:44][C:39]([B:29]3[O:30][C:31]([CH3:36])([CH3:37])[C:32]([CH3:34])([CH3:35])[O:33]3)=[CH:40][CH:41]=2)[N:46]2[C:54](=[O:55])[C:53]3[C:48](=[CH:49][CH:50]=[CH:51][CH:52]=3)[C:47]2=[O:56])=[CH:62][CH:61]=1. The yield is 0.300. (10) The reactants are Cl.[F:2][C:3]([F:23])([F:22])[CH:4]([NH2:21])[C:5]1[CH:6]=[C:7]2[C:11](=[CH:12][CH:13]=1)[N:10]([C:14]1[CH:19]=[CH:18][C:17]([F:20])=[CH:16][CH:15]=1)[N:9]=[CH:8]2.[NH2:24][C:25]1[CH:30]=[C:29]([Cl:31])[CH:28]=[C:27]([Cl:32])[C:26]=1[S:33](Cl)(=[O:35])=[O:34]. The catalyst is N1C=CC=CC=1.Cl. The product is [NH2:24][C:25]1[CH:30]=[C:29]([Cl:31])[CH:28]=[C:27]([Cl:32])[C:26]=1[S:33]([NH:21][CH:4]([C:5]1[CH:6]=[C:7]2[C:11](=[CH:12][CH:13]=1)[N:10]([C:14]1[CH:15]=[CH:16][C:17]([F:20])=[CH:18][CH:19]=1)[N:9]=[CH:8]2)[C:3]([F:2])([F:22])[F:23])(=[O:35])=[O:34]. The yield is 0.170.